From a dataset of Forward reaction prediction with 1.9M reactions from USPTO patents (1976-2016). Predict the product of the given reaction. (1) Given the reactants [NH2:1][C:2]1[CH:3]=[C:4]([CH3:9])[C:5](Cl)=[N:6][CH:7]=1.C([O-])([O-])=O.[Na+].[Na+].[C:16]([C:18]1[CH:23]=[CH:22][C:21](B(O)O)=[CH:20][CH:19]=1)#[N:17], predict the reaction product. The product is: [NH2:1][C:2]1[CH:3]=[C:4]([CH3:9])[C:5]([C:21]2[CH:22]=[CH:23][C:18]([C:16]#[N:17])=[CH:19][CH:20]=2)=[N:6][CH:7]=1. (2) Given the reactants [CH3:1][C:2]1[CH:7]=[CH:6][CH:5]=[C:4]([CH3:8])[C:3]=1[OH:9].COC1C([S:20][C:21]#[N:22])=CC(C)=C(O)C=1, predict the reaction product. The product is: [CH3:1][C:2]1[CH:7]=[C:6]([S:20][C:21]#[N:22])[CH:5]=[C:4]([CH3:8])[C:3]=1[OH:9]. (3) Given the reactants [CH3:1][O:2][C:3]1[CH:25]=[CH:24][CH:23]=[CH:22][C:4]=1[O:5][CH2:6][CH2:7][NH:8][C:9](=[O:21])[C:10]1[CH:15]=[CH:14][C:13]([N+:16]([O-:18])=[O:17])=[C:12](OC)[CH:11]=1.[CH3:26][NH2:27].CS(C)=O.Cl, predict the reaction product. The product is: [CH3:1][O:2][C:3]1[CH:25]=[CH:24][CH:23]=[CH:22][C:4]=1[O:5][CH2:6][CH2:7][NH:8][C:9](=[O:21])[C:10]1[CH:15]=[CH:14][C:13]([N+:16]([O-:18])=[O:17])=[C:12]([NH:27][CH3:26])[CH:11]=1. (4) Given the reactants [H-].[Na+].[NH:3]1[CH:7]=[C:6]([C:8]#[N:9])[N:5]=[CH:4]1.[CH3:10][Si:11]([CH2:14][CH2:15][O:16][CH2:17]Cl)([CH3:13])[CH3:12], predict the reaction product. The product is: [CH3:10][Si:11]([CH3:13])([CH3:12])[CH2:14][CH2:15][O:16][CH2:17][N:3]1[CH:7]=[C:6]([C:8]#[N:9])[N:5]=[CH:4]1. (5) Given the reactants Br[C:2]1[C:3]2[CH:23]=[CH:22][NH:21][C:4]=2[N:5]=[C:6]([NH:8][C:9]2[CH:14]=[CH:13][C:12]([N:15]3[CH2:20][CH2:19][O:18][CH2:17][CH2:16]3)=[CH:11][CH:10]=2)[N:7]=1.[C:24]([NH:27][C:28]1[CH:33]=[CH:32][C:31](B(O)O)=[CH:30][CH:29]=1)(=[O:26])[CH3:25], predict the reaction product. The product is: [N:15]1([C:12]2[CH:13]=[CH:14][C:9]([NH:8][C:6]3[N:7]=[C:2]([C:31]4[CH:32]=[CH:33][C:28]([NH:27][C:24](=[O:26])[CH3:25])=[CH:29][CH:30]=4)[C:3]4[CH:23]=[CH:22][NH:21][C:4]=4[N:5]=3)=[CH:10][CH:11]=2)[CH2:20][CH2:19][O:18][CH2:17][CH2:16]1. (6) The product is: [C:13]([C:12]1[C:11]([F:18])=[CH:10][C:9]([C:6]2[CH:7]=[CH:8][N:4]([CH2:3][C@@H:2]([NH:1][C:28]([C:26]3[O:25][N:24]=[C:23]([CH:20]([CH3:22])[CH3:21])[N:27]=3)=[O:29])[CH3:19])[N:5]=2)=[CH:16][C:15]=1[F:17])#[N:14]. Given the reactants [NH2:1][C@@H:2]([CH3:19])[CH2:3][N:4]1[CH:8]=[CH:7][C:6]([C:9]2[CH:16]=[C:15]([F:17])[C:12]([C:13]#[N:14])=[C:11]([F:18])[CH:10]=2)=[N:5]1.[CH:20]([C:23]1[N:27]=[C:26]([C:28](O)=[O:29])[O:25][N:24]=1)([CH3:22])[CH3:21].C1C=CC2N(O)N=NC=2C=1.CCN(C(C)C)C(C)C.CCN=C=NCCCN(C)C, predict the reaction product. (7) Given the reactants [NH:1]1[CH:5]=[C:4]([S:6]([N:9]2[CH2:14][CH2:13][N:12]([C:15]([O:17][C:18]([CH3:21])([CH3:20])[CH3:19])=[O:16])[CH2:11][CH2:10]2)(=[O:8])=[O:7])[N:3]=[N:2]1.[C:22]([O-])([O-])=O.[K+].[K+].CI, predict the reaction product. The product is: [CH3:22][N:1]1[CH:5]=[C:4]([S:6]([N:9]2[CH2:10][CH2:11][N:12]([C:15]([O:17][C:18]([CH3:21])([CH3:20])[CH3:19])=[O:16])[CH2:13][CH2:14]2)(=[O:8])=[O:7])[N:3]=[N:2]1. (8) Given the reactants [SH:1][C:2]1[N:3]([CH3:22])[C:4]([C:7]2[CH:12]=[CH:11][N:10]([CH2:13][O:14][CH2:15][CH2:16][Si:17]([CH3:20])([CH3:19])[CH3:18])[C:9](=[O:21])[CH:8]=2)=[N:5][N:6]=1.[OH-].[Na+].[CH2:25](O)C.IC, predict the reaction product. The product is: [CH3:22][N:3]1[C:2]([S:1][CH3:25])=[N:6][N:5]=[C:4]1[C:7]1[CH:12]=[CH:11][N:10]([CH2:13][O:14][CH2:15][CH2:16][Si:17]([CH3:19])([CH3:18])[CH3:20])[C:9](=[O:21])[CH:8]=1. (9) Given the reactants Cl[C:2]1[CH:3]=[C:4]([NH:11][C:12]2[CH:17]=[CH:16][C:15]([N:18]3[CH2:23][CH2:22][N:21]([CH:24]4[CH2:27][O:26][CH2:25]4)[CH2:20][CH2:19]3)=[CH:14][N:13]=2)[C:5]2[N:6]([N:8]=[CH:9][N:10]=2)[CH:7]=1.[C:28]([O:31][CH2:32][C:33]1[C:34]([N:48]2[CH2:60][CH2:59][N:51]3[C:52]4[CH2:53][CH2:54][CH2:55][CH2:56][C:57]=4[CH:58]=[C:50]3[C:49]2=[O:61])=[N:35][CH:36]=[CH:37][C:38]=1B1OC(C)(C)C(C)(C)O1)(=[O:30])[CH3:29].[O-]P([O-])([O-])=O.[K+].[K+].[K+].C([O-])(=O)C.[Na+], predict the reaction product. The product is: [C:28]([O:31][CH2:32][C:33]1[C:34]([N:48]2[CH2:60][CH2:59][N:51]3[C:52]4[CH2:53][CH2:54][CH2:55][CH2:56][C:57]=4[CH:58]=[C:50]3[C:49]2=[O:61])=[N:35][CH:36]=[CH:37][C:38]=1[C:2]1[CH:3]=[C:4]([NH:11][C:12]2[CH:17]=[CH:16][C:15]([N:18]3[CH2:19][CH2:20][N:21]([CH:24]4[CH2:27][O:26][CH2:25]4)[CH2:22][CH2:23]3)=[CH:14][N:13]=2)[C:5]2[N:6]([N:8]=[CH:9][N:10]=2)[CH:7]=1)(=[O:30])[CH3:29].